This data is from NCI-60 drug combinations with 297,098 pairs across 59 cell lines. The task is: Regression. Given two drug SMILES strings and cell line genomic features, predict the synergy score measuring deviation from expected non-interaction effect. Drug 1: CC1CCC2CC(C(=CC=CC=CC(CC(C(=O)C(C(C(=CC(C(=O)CC(OC(=O)C3CCCCN3C(=O)C(=O)C1(O2)O)C(C)CC4CCC(C(C4)OC)O)C)C)O)OC)C)C)C)OC. Drug 2: CS(=O)(=O)OCCCCOS(=O)(=O)C. Cell line: HOP-92. Synergy scores: CSS=1.17, Synergy_ZIP=0.397, Synergy_Bliss=5.03, Synergy_Loewe=-1.75, Synergy_HSA=0.241.